Dataset: Catalyst prediction with 721,799 reactions and 888 catalyst types from USPTO. Task: Predict which catalyst facilitates the given reaction. (1) Reactant: [CH:1]1([O:7][C:8]2[CH:13]=[CH:12][C:11]([CH2:14][C:15](N(OC)C)=[O:16])=[CH:10][CH:9]=2)[CH2:6][CH2:5][CH2:4][CH2:3][CH2:2]1.[CH2:21]([Li])[CH2:22][CH2:23][CH3:24].C(=O)=O.CC(C)=O.C(OCC)(=O)C. Product: [CH:1]1([O:7][C:8]2[CH:9]=[CH:10][C:11]([CH2:14][C:15](=[O:16])[CH2:21][CH2:22][CH2:23][CH3:24])=[CH:12][CH:13]=2)[CH2:2][CH2:3][CH2:4][CH2:5][CH2:6]1. The catalyst class is: 1. (2) Product: [Cl:1][C:2]1[CH:3]=[C:4]2[C:16]([CH:8]=[C:7]([NH2:15])[N:6]=[CH:5]2)=[CH:17][CH:18]=1.[Cl:1][C:2]1[CH:18]=[CH:17][CH:16]=[C:4]2[C:3]=1[CH:8]=[C:7]([NH2:15])[N:6]=[CH:5]2. The catalyst class is: 4. Reactant: [Cl:1][C:2]1[CH:3]=[C:4]([CH:16]=[CH:17][CH:18]=1)[CH2:5][NH:6][C:7](=[NH:15])[CH:8](OCC)OCC.S(=O)(=O)(O)O.[OH-].[Na+]. (3) Product: [Br:1][C:2]1[CH:7]=[CH:6][N:5]=[C:4]2[N:8]([S:19]([C:13]3[CH:18]=[CH:17][CH:16]=[CH:15][CH:14]=3)(=[O:21])=[O:20])[CH:9]=[CH:10][C:3]=12. Reactant: [Br:1][C:2]1[CH:7]=[CH:6][N:5]=[C:4]2[NH:8][CH:9]=[CH:10][C:3]=12.[H-].[Na+].[C:13]1([S:19](Cl)(=[O:21])=[O:20])[CH:18]=[CH:17][CH:16]=[CH:15][CH:14]=1. The catalyst class is: 3. (4) Reactant: [NH2:1][C:2]1[C:12]2[NH:11][CH2:10][CH2:9][NH:8][C:7](=[O:13])[C:6]=2[CH:5]=[CH:4][CH:3]=1.[Cl:14][C:15]1[CH:22]=[CH:21][C:18]([CH:19]=O)=[CH:17][CH:16]=1.C(=O)(O)[O-].[Na+]. Product: [Cl:14][C:15]1[CH:22]=[CH:21][C:18]([C:19]2[N:11]3[C:12]4[C:2](=[CH:3][CH:4]=[CH:5][C:6]=4[C:7](=[O:13])[NH:8][CH2:9][CH2:10]3)[N:1]=2)=[CH:17][CH:16]=1. The catalyst class is: 80. (5) Reactant: [CH:1]1[C:10]2[C:5](=[CH:6][C:7]([C:11]3[N:12]=[C:13]4[C:19]5[CH:20]=[CH:21][CH:22]=[CH:23][C:18]=5[NH:17][C:16]5[N:24]=[CH:25][CH:26]=[CH:27][C:15]=5[N:14]4[C:28]=3[C:29]3[CH:34]=[CH:33][C:32]([C:35]4([NH:39]C(=O)OC(C)(C)C)[CH2:38][CH2:37][CH2:36]4)=[CH:31][CH:30]=3)=[CH:8][CH:9]=2)[CH:4]=[CH:3][N:2]=1.[ClH:47].O1CCOCC1. Product: [ClH:47].[ClH:47].[ClH:47].[ClH:47].[CH:1]1[C:10]2[C:5](=[CH:6][C:7]([C:11]3[N:12]=[C:13]4[C:19]5[CH:20]=[CH:21][CH:22]=[CH:23][C:18]=5[NH:17][C:16]5[N:24]=[CH:25][CH:26]=[CH:27][C:15]=5[N:14]4[C:28]=3[C:29]3[CH:30]=[CH:31][C:32]([C:35]4([NH2:39])[CH2:38][CH2:37][CH2:36]4)=[CH:33][CH:34]=3)=[CH:8][CH:9]=2)[CH:4]=[CH:3][N:2]=1. The catalyst class is: 5.